From a dataset of Full USPTO retrosynthesis dataset with 1.9M reactions from patents (1976-2016). Predict the reactants needed to synthesize the given product. (1) Given the product [CH3:19][C:12]1[CH:13]=[C:14]([CH3:18])[CH:15]=[CH:16][C:17]=1[CH:2]([C:4]1[CH:9]=[CH:8][CH:7]=[CH:6][CH:5]=1)[C:1]([OH:11])=[O:10], predict the reactants needed to synthesize it. The reactants are: [C:1]([OH:11])(=[O:10])[CH:2]([C:4]1[CH:9]=[CH:8][CH:7]=[CH:6][CH:5]=1)O.[C:12]1([CH3:19])[CH:17]=[CH:16][CH:15]=[C:14]([CH3:18])[CH:13]=1.Cl[Sn](Cl)(Cl)Cl. (2) The reactants are: [CH3:1][C:2]1[C:3]([C:11]2[CH:16]=[CH:15][C:14]([OH:17])=[CH:13][CH:12]=2)=[CH:4][N:5]2[C:10]=1[CH:9]=[CH:8][CH:7]=[CH:6]2.C[O-].[Na+].[Cl-]. Given the product [CH3:1][C:2]1[C:3]([C:11]2[CH:16]=[CH:15][C:14]([O:17][CH2:2][CH2:3][CH2:4][N:5]3[CH2:10][CH2:9][CH2:8][CH2:7][CH2:6]3)=[CH:13][CH:12]=2)=[CH:4][N:5]2[C:10]=1[CH:9]=[CH:8][CH:7]=[CH:6]2, predict the reactants needed to synthesize it. (3) Given the product [Cl:26][C:27]1[CH:33]=[C:32]([O:34][C:35]2[C:36]3[N:43]([CH3:44])[CH:42]=[CH:41][C:37]=3[N:38]=[CH:39][N:40]=2)[CH:31]=[CH:30][C:28]=1[NH:29][C:17]([NH:1][C:2]1[CH:7]=[C:6]([CH3:8])[CH:5]=[C:4]([CH3:9])[N:3]=1)=[O:18], predict the reactants needed to synthesize it. The reactants are: [NH2:1][C:2]1[CH:7]=[C:6]([CH3:8])[CH:5]=[C:4]([CH3:9])[N:3]=1.N1C=CC=CC=1.Cl[C:17](OC1C=CC=CC=1)=[O:18].[Cl:26][C:27]1[CH:33]=[C:32]([O:34][C:35]2[C:36]3[N:43]([CH3:44])[CH:42]=[CH:41][C:37]=3[N:38]=[CH:39][N:40]=2)[CH:31]=[CH:30][C:28]=1[NH2:29]. (4) Given the product [Cl:1][C:2]1[CH:11]=[CH:10][CH:9]=[C:8]2[C:3]=1[CH2:4][CH2:5][CH2:6][CH:7]2[N:12]1[C:17](=[O:18])[C:16]([C:19]([OH:21])=[O:20])=[CH:15][N:14]([C:23]2[CH:34]=[CH:33][C:26]3[N:27]([CH3:32])[C:28](=[O:31])[N:29]([CH3:30])[C:25]=3[CH:24]=2)[C:13]1=[O:35], predict the reactants needed to synthesize it. The reactants are: [Cl:1][C:2]1[CH:11]=[CH:10][CH:9]=[C:8]2[C:3]=1[CH2:4][CH2:5][CH2:6][CH:7]2[N:12]1[C:17](=[O:18])[C:16]([C:19]([O:21]C)=[O:20])=[CH:15][N:14]([C:23]2[CH:34]=[CH:33][C:26]3[N:27]([CH3:32])[C:28](=[O:31])[N:29]([CH3:30])[C:25]=3[CH:24]=2)[C:13]1=[O:35].Cl. (5) Given the product [Cl:1][C:2]1[N:7]=[C:6]([S:8][CH3:9])[N:5]=[C:4]2[N:10]([CH2:21][O:22][CH2:23][CH2:24][Si:25]([CH3:28])([CH3:27])[CH3:26])[N:11]=[C:12]([C:13]3[CH:18]=[CH:17][CH:16]=[CH:15][C:14]=3[Cl:19])[C:3]=12, predict the reactants needed to synthesize it. The reactants are: [Cl:1][C:2]1[N:7]=[C:6]([S:8][CH3:9])[N:5]=[C:4]2[NH:10][N:11]=[C:12]([C:13]3[CH:18]=[CH:17][CH:16]=[CH:15][C:14]=3[Cl:19])[C:3]=12.Cl[CH2:21][O:22][CH2:23][CH2:24][Si:25]([CH3:28])([CH3:27])[CH3:26].[H-].[Na+].